This data is from Full USPTO retrosynthesis dataset with 1.9M reactions from patents (1976-2016). The task is: Predict the reactants needed to synthesize the given product. (1) The reactants are: [Al+3].[Cl-].[Cl-].[Cl-].[Br:5][C:6]1[CH:7]=[C:8]2[CH:14]=[CH:13][NH:12][C:9]2=[N:10][CH:11]=1.[Br:15][CH2:16][C:17](Cl)=[O:18]. Given the product [Br:15][CH2:16][C:17]([C:14]1[C:8]2[C:9](=[N:10][CH:11]=[C:6]([Br:5])[CH:7]=2)[NH:12][CH:13]=1)=[O:18], predict the reactants needed to synthesize it. (2) Given the product [F:13][C:11]([S:10]([C:7]1[CH:6]=[CH:5][C:4]([Br:3])=[CH:9][CH:8]=1)=[O:1])([F:14])[F:12], predict the reactants needed to synthesize it. The reactants are: [OH:1]O.[Br:3][C:4]1[CH:9]=[CH:8][C:7]([S:10][C:11]([F:14])([F:13])[F:12])=[CH:6][CH:5]=1.